From a dataset of NCI-60 drug combinations with 297,098 pairs across 59 cell lines. Regression. Given two drug SMILES strings and cell line genomic features, predict the synergy score measuring deviation from expected non-interaction effect. Drug 1: C1=CN(C(=O)N=C1N)C2C(C(C(O2)CO)O)O.Cl. Drug 2: C1CC(=O)NC(=O)C1N2C(=O)C3=CC=CC=C3C2=O. Cell line: SN12C. Synergy scores: CSS=8.88, Synergy_ZIP=-6.69, Synergy_Bliss=-5.32, Synergy_Loewe=-19.9, Synergy_HSA=-5.29.